Dataset: Reaction yield outcomes from USPTO patents with 853,638 reactions. Task: Predict the reaction yield, written as a fraction of the theoretical maximum amount of product (1.0 means a 100% yield; for example, 0.34 means a 34% yield). (1) The reactants are [Cl-:1].Cl[C:3]1[CH:8]=[CH:7][CH:6]=[CH:5][C:4]=1/[C:9](=[CH:14]/N(C)C)/[CH:10]=[N+](C)C.[OH-:18].[Na+].CC[OH:22]. No catalyst specified. The product is [Cl:1][C:3]1[CH:8]=[CH:7][CH:6]=[CH:5][C:4]=1[CH:9]([CH:14]=[O:22])[CH:10]=[O:18]. The yield is 1.00. (2) The reactants are [NH2:1][C:2]1[CH:3]=[CH:4][C:5]2[CH2:11][N:10]([CH3:12])[CH2:9][C:8](=[O:13])[NH:7][C:6]=2[CH:14]=1.[CH3:15][NH:16][C:17]([C:19]1[S:20][CH:21]=[C:22]([CH3:33])[C:23]=1[NH:24][C:25]1[C:30]([Cl:31])=[CH:29][N:28]=[C:27](Cl)[N:26]=1)=[O:18].C12(CS(O)(=O)=O)C(C)(C)C(CC1)CC2=O. The catalyst is CC(O)C. The product is [CH3:15][NH:16][C:17]([C:19]1[S:20][CH:21]=[C:22]([CH3:33])[C:23]=1[NH:24][C:25]1[C:30]([Cl:31])=[CH:29][N:28]=[C:27]([NH:1][C:2]2[CH:3]=[CH:4][C:5]3[CH2:11][N:10]([CH3:12])[CH2:9][C:8](=[O:13])[NH:7][C:6]=3[CH:14]=2)[N:26]=1)=[O:18]. The yield is 0.0340. (3) The reactants are [NH2:1][C:2]1[CH:3]=[C:4]([CH:10]=[CH:11][CH:12]=1)[C:5]([O:7][CH2:8][CH3:9])=[O:6].[F:13][C:14]([F:27])([O:18][C:19]1[CH:20]=[C:21]([CH:24]=[CH:25][CH:26]=1)[CH:22]=O)[CH:15]([F:17])[F:16].C(O)(=O)C.[BH-](OC(C)=O)(OC(C)=O)OC(C)=O.[Na+]. The catalyst is ClC(Cl)C. The product is [F:13][C:14]([F:27])([O:18][C:19]1[CH:20]=[C:21]([CH2:22][NH:1][C:2]2[CH:3]=[C:4]([CH:10]=[CH:11][CH:12]=2)[C:5]([O:7][CH2:8][CH3:9])=[O:6])[CH:24]=[CH:25][CH:26]=1)[CH:15]([F:16])[F:17]. The yield is 0.980.